Dataset: Catalyst prediction with 721,799 reactions and 888 catalyst types from USPTO. Task: Predict which catalyst facilitates the given reaction. (1) The catalyst class is: 55. Product: [CH3:36][S:33]([NH:32][C:30](=[O:31])[CH2:29][O:28][C:25]1[CH:26]=[CH:27][C:22]([C:17]2[C:16]([C:14]([NH:13][C:12]3[CH:37]=[CH:38][C:9]([NH:8][CH2:39][CH2:40][C:41]4[CH:46]=[CH:45][CH:44]=[CH:43][N:42]=4)=[CH:10][CH:11]=3)=[O:15])=[CH:21][CH:20]=[CH:19][CH:18]=2)=[CH:23][CH:24]=1)(=[O:34])=[O:35]. Reactant: C(OC([N:8]([CH2:39][CH2:40][C:41]1[CH:46]=[CH:45][CH:44]=[CH:43][N:42]=1)[C:9]1[CH:38]=[CH:37][C:12]([NH:13][C:14]([C:16]2[CH:21]=[CH:20][CH:19]=[CH:18][C:17]=2[C:22]2[CH:27]=[CH:26][C:25]([O:28][CH2:29][C:30]([NH:32][S:33]([CH3:36])(=[O:35])=[O:34])=[O:31])=[CH:24][CH:23]=2)=[O:15])=[CH:11][CH:10]=1)=O)(C)(C)C. (2) Reactant: [CH3:1][O:2][C:3]1[CH:8]=[C:7]([N+:9]([O-])=O)[CH:6]=[CH:5][C:4]=1[NH:12][C:13](=[O:19])[O:14][C:15]([CH3:18])([CH3:17])[CH3:16]. Product: [NH2:9][C:7]1[CH:6]=[CH:5][C:4]([NH:12][C:13](=[O:19])[O:14][C:15]([CH3:16])([CH3:17])[CH3:18])=[C:3]([O:2][CH3:1])[CH:8]=1. The catalyst class is: 19. (3) The catalyst class is: 50. Reactant: [CH2:1]([C:3]1[CH:8]=[C:7]([C:9]2[S:10][C:11]([C:14]([O:16][CH3:17])=[O:15])=[CH:12][CH:13]=2)[CH:6]=[CH:5][N+:4]=1[O-])[CH3:2]. Product: [CH2:1]([C:3]1[CH:8]=[C:7]([C:9]2[S:10][C:11]([C:14]([O:16][CH3:17])=[O:15])=[CH:12][CH:13]=2)[CH:6]=[CH:5][N:4]=1)[CH3:2]. (4) Reactant: [NH2:1][CH2:2][C@@H:3]1[C@@H:11]([C@@:12]2([CH3:21])[CH2:17][CH2:16][C@H:15]([OH:18])[CH2:14][C@@H:13]2[CH2:19][OH:20])[CH2:10][CH2:9][C@@:8]2([CH3:22])[C@H:4]1[CH2:5][CH2:6][C:7]2=[CH2:23].[C:24]1([CH3:32])[C:25]([CH:30]=O)=[CH:26][CH:27]=[CH:28][CH:29]=1.[BH4-].[Na+]. Product: [OH:20][CH2:19][C@@H:13]1[C@@:12]([CH3:21])([C@H:11]2[CH2:10][CH2:9][C@@:8]3([CH3:22])[C@@H:4]([CH2:5][CH2:6][C:7]3=[CH2:23])[C@@H:3]2[CH2:2][NH:1][CH2:32][C:24]2[CH:29]=[CH:28][CH:27]=[CH:26][C:25]=2[CH3:30])[CH2:17][CH2:16][C@H:15]([OH:18])[CH2:14]1. The catalyst class is: 61. (5) Reactant: Br[C:2]1[N:3]=[C:4]([C:9]2[N:10]([CH2:18][CH3:19])[C:11]3[CH:16]=[CH:15][N:14]=[CH:13][C:12]=3[N:17]=2)[C:5]([NH2:8])=[N:6][CH:7]=1.B([C:23]1[N:24]([C:32]([O:34]C(C)(C)C)=[O:33])[C:25]2[C:30]([CH:31]=1)=[CH:29][CH:28]=[CH:27][CH:26]=2)(O)O. Product: [CH:32]([OH:34])=[O:33].[CH2:18]([N:10]1[C:11]2[CH:16]=[CH:15][N:14]=[CH:13][C:12]=2[N:17]=[C:9]1[C:4]1[C:5]([NH2:8])=[N:6][CH:7]=[C:2]([C:23]2[NH:24][C:25]3[C:30]([CH:31]=2)=[CH:29][CH:28]=[CH:27][CH:26]=3)[N:3]=1)[CH3:19]. The catalyst class is: 558. (6) Reactant: Cl[C:2]1[N:7]([C:8]2[CH:13]=[CH:12][CH:11]=[C:10]([N+:14]([O-:16])=[O:15])[CH:9]=2)[C:6](=[O:17])[N:5]([CH:18]2[CH2:20][CH2:19]2)[C:4](=[O:21])[CH:3]=1.C(O)C.[CH3:25][NH2:26]. Product: [CH:18]1([N:5]2[C:4](=[O:21])[CH:3]=[C:2]([NH:26][CH3:25])[N:7]([C:8]3[CH:13]=[CH:12][CH:11]=[C:10]([N+:14]([O-:16])=[O:15])[CH:9]=3)[C:6]2=[O:17])[CH2:20][CH2:19]1. The catalyst class is: 5. (7) Reactant: [OH-].[K+].O.[F:4][C:5]1[C:10]([O:11][CH3:12])=[CH:9][C:8]([O:13][CH3:14])=[C:7]([F:15])[C:6]=1[N:16]1[CH2:21][C:20]2[CH:22]=[N:23][C:24]3[N:28](S(C4C=CC=CC=4)(=O)=O)[CH:27]=[CH:26][C:25]=3[C:19]=2[N:18]([CH2:38][CH2:39][OH:40])[C:17]1=[O:41]. Product: [F:15][C:7]1[C:8]([O:13][CH3:14])=[CH:9][C:10]([O:11][CH3:12])=[C:5]([F:4])[C:6]=1[N:16]1[CH2:21][C:20]2[CH:22]=[N:23][C:24]3[NH:28][CH:27]=[CH:26][C:25]=3[C:19]=2[N:18]([CH2:38][CH2:39][OH:40])[C:17]1=[O:41]. The catalyst class is: 1.